Dataset: Reaction yield outcomes from USPTO patents with 853,638 reactions. Task: Predict the reaction yield, written as a fraction of the theoretical maximum amount of product (1.0 means a 100% yield; for example, 0.34 means a 34% yield). (1) The reactants are C([Si](C)(C)[O:6][C:7]1[C:12]([CH3:13])=[CH:11][C:10]([C:14]2([C:24]3[CH:29]=[C:28]([CH3:30])[C:27]([O:31][Si](C(C)(C)C)(C)C)=[C:26]([CH3:39])[CH:25]=3)[C:22]3[C:17](=[CH:18][CH:19]=[CH:20][CH:21]=3)[NH:16][C:15]2=[O:23])=[CH:9][C:8]=1[CH3:40])(C)(C)C.C(N([CH2:48][CH3:49])CC)C.[F-].[CH2:51]([N+]([CH2:51][CH2:52][CH2:53][CH3:54])([CH2:51][CH2:52][CH2:53][CH3:54])[CH2:51][CH2:52][CH2:53][CH3:54])[CH2:52][CH2:53][CH3:54].[ClH:68]. The catalyst is C1COCC1.C([O-])(=O)C.[Cu+2].C([O-])(=O)C.C(OCC)(=O)C.O.ClCCl. The product is [Cl:68][C:49]1[CH:48]=[CH:54][CH:53]=[CH:52][C:51]=1[N:16]1[C:17]2[C:22](=[CH:21][CH:20]=[CH:19][CH:18]=2)[C:14]([C:24]2[CH:25]=[C:26]([CH3:39])[C:27]([OH:31])=[C:28]([CH3:30])[CH:29]=2)([C:10]2[CH:11]=[C:12]([CH3:13])[C:7]([OH:6])=[C:8]([CH3:40])[CH:9]=2)[C:15]1=[O:23]. The yield is 0.130. (2) The reactants are [C:1]([N:9]1[C:17]2[C:12](=[CH:13][CH:14]=[CH:15][CH:16]=2)[C:11]([C:18]([O:20]C(C)(C)C)=[O:19])=[C:10]1[CH3:25])(=[O:8])[C:2]1[CH:7]=[CH:6][CH:5]=[CH:4][CH:3]=1.O.[OH-].[Li+].O1CCCC1.CO. The catalyst is O. The product is [C:1]([N:9]1[C:17]2[C:12](=[CH:13][CH:14]=[CH:15][CH:16]=2)[C:11]([C:18]([OH:20])=[O:19])=[C:10]1[CH3:25])(=[O:8])[C:2]1[CH:3]=[CH:4][CH:5]=[CH:6][CH:7]=1. The yield is 0.720. (3) The reactants are [CH3:1][C:2]1[N:3]=[C:4]([N:10]2[CH2:14][CH2:13][N:12]([CH2:15][C:16]3[CH:21]=[CH:20][C:19]([C:22]([F:25])([F:24])[F:23])=[CH:18][CH:17]=3)[C:11]2=[O:26])[S:5][C:6]=1[C:7](O)=[O:8].C(N1C=CN=C1)(N1C=CN=C1)=O.O[NH:40][C:41](=[NH:43])[CH3:42]. The catalyst is CN(C)C=O.C(OCC)(=O)C. The product is [CH3:1][C:2]1[N:3]=[C:4]([N:10]2[CH2:14][CH2:13][N:12]([CH2:15][C:16]3[CH:21]=[CH:20][C:19]([C:22]([F:24])([F:23])[F:25])=[CH:18][CH:17]=3)[C:11]2=[O:26])[S:5][C:6]=1[C:7]1[O:8][N:43]=[C:41]([CH3:42])[N:40]=1. The yield is 0.150. (4) The reactants are C(O)C.[OH-].[K+].[CH2:6]([N:12]([CH2:17][CH2:18][CH2:19][CH2:20][CH:21]=[CH2:22])CCC#N)[CH2:7][CH2:8][CH2:9][CH:10]=[CH2:11].O. The catalyst is C(Cl)(Cl)Cl. The product is [CH2:6]([NH:12][CH2:17][CH2:18][CH2:19][CH2:20][CH:21]=[CH2:22])[CH2:7][CH2:8][CH2:9][CH:10]=[CH2:11]. The yield is 0.210. (5) The reactants are [K+].[C:2]([C:4]1[N:5]=[C:6]([C:17]([O-:19])=O)[N:7]([CH2:9][O:10][CH2:11][CH2:12][Si:13]([CH3:16])([CH3:15])[CH3:14])[CH:8]=1)#[N:3].CCN(C(C)C)C(C)C.C1CN([P+](Br)(N2CCCC2)N2CCCC2)CC1.F[P-](F)(F)(F)(F)F.[C:53]([O:57][C:58]([N:60]1[CH2:65][CH2:64][CH:63]([C:66]2[CH:71]=[CH:70][C:69]([NH2:72])=[C:68]([C:73]3[CH2:78][CH2:77][CH2:76][CH2:75][CH:74]=3)[CH:67]=2)[CH2:62][CH2:61]1)=[O:59])([CH3:56])([CH3:55])[CH3:54]. The catalyst is C(Cl)Cl.CCOC(C)=O. The product is [C:53]([O:57][C:58]([N:60]1[CH2:65][CH2:64][CH:63]([C:66]2[CH:71]=[CH:70][C:69]([NH:72][C:17]([C:6]3[N:7]([CH2:9][O:10][CH2:11][CH2:12][Si:13]([CH3:14])([CH3:15])[CH3:16])[CH:8]=[C:4]([C:2]#[N:3])[N:5]=3)=[O:19])=[C:68]([C:73]3[CH2:78][CH2:77][CH2:76][CH2:75][CH:74]=3)[CH:67]=2)[CH2:62][CH2:61]1)=[O:59])([CH3:56])([CH3:54])[CH3:55]. The yield is 0.850. (6) The yield is 0.900. The catalyst is ClCCl. The product is [I:11][C:12]1[C:16]([CH:17]=[O:18])=[CH:15][N:14]([CH:19]2[CH2:24][CH2:23][CH2:22][CH2:21][O:20]2)[N:13]=1. The reactants are C(Cl)(=O)C(Cl)=O.CS(C)=O.[I:11][C:12]1[C:16]([CH2:17][OH:18])=[CH:15][N:14]([CH:19]2[CH2:24][CH2:23][CH2:22][CH2:21][O:20]2)[N:13]=1.C(N(CC)CC)C. (7) The reactants are [C:1]1([C:7]2[CH:21]=[C:10]3[C:11]4[CH:17]([CH2:18][CH2:19][NH2:20])[CH2:16][CH2:15][C:12]=4[CH:13]=[CH:14][N:9]3[N:8]=2)[CH:6]=[CH:5][CH:4]=[CH:3][CH:2]=1.C(N(CC)CC)C.[C:29](OC(=O)C)(=[O:31])[CH3:30].C(=O)([O-])O.[Na+]. The catalyst is O1CCCC1. The product is [C:1]1([C:7]2[CH:21]=[C:10]3[C:11]4[CH:17]([CH2:18][CH2:19][NH:20][C:29](=[O:31])[CH3:30])[CH2:16][CH2:15][C:12]=4[CH:13]=[CH:14][N:9]3[N:8]=2)[CH:2]=[CH:3][CH:4]=[CH:5][CH:6]=1. The yield is 0.690.